From a dataset of Reaction yield outcomes from USPTO patents with 853,638 reactions. Predict the reaction yield, written as a fraction of the theoretical maximum amount of product (1.0 means a 100% yield; for example, 0.34 means a 34% yield). (1) The reactants are Cl.Cl.Cl.[Cl:4][C:5]1[CH:6]=[N:7][C:8]2[NH:9][C:10]3[CH:11]=[N:12][CH:13]=[C:14]([CH:27]=3)[CH2:15][CH2:16][C:17]3[CH:25]=[C:21]([NH:22][C:23]=1[N:24]=2)[CH:20]=[CH:19][C:18]=3[NH2:26].[C:28](Cl)(=[O:36])[O:29][C:30]1[CH:35]=[CH:34][CH:33]=[CH:32][CH:31]=1. The catalyst is N1C=CC=CC=1. The product is [Cl:4][C:5]1[CH:6]=[N:7][C:8]2[NH:9][C:10]3[CH:11]=[N:12][CH:13]=[C:14]([CH:27]=3)[CH2:15][CH2:16][C:17]3[CH:25]=[C:21]([NH:22][C:23]=1[N:24]=2)[CH:20]=[CH:19][C:18]=3[NH:26][C:28](=[O:36])[O:29][C:30]1[CH:35]=[CH:34][CH:33]=[CH:32][CH:31]=1. The yield is 0.880. (2) The reactants are [Br:1][C:2]1[CH:7]=[CH:6][CH:5]=[CH:4][C:3]=1[N:8]=[C:9]=[O:10].[C:11]([C:15]1[CH:22]=[CH:21][C:18]([CH2:19][NH2:20])=[CH:17][CH:16]=1)([CH3:14])([CH3:13])[CH3:12].[C:23](Cl)(=[O:28])[CH2:24][C:25](Cl)=[O:26]. The catalyst is ClCCl. The product is [Br:1][C:2]1[CH:7]=[CH:6][CH:5]=[CH:4][C:3]=1[N:8]1[C:25](=[O:26])[CH2:24][C:23](=[O:28])[N:20]([CH2:19][C:18]2[CH:17]=[CH:16][C:15]([C:11]([CH3:14])([CH3:12])[CH3:13])=[CH:22][CH:21]=2)[C:9]1=[O:10]. The yield is 0.720. (3) The reactants are I[C:2]1[CH:7]=[CH:6][C:5]([N:8]2[CH:13]=[C:12]([O:14][CH3:15])[C:11](=[O:16])[C:10]([C:17]([N:19]([O:21][CH3:22])[CH3:20])=[O:18])=[N:9]2)=[C:4]([O:23][CH3:24])[CH:3]=1.[NH:25]1[CH:29]=[CH:28][CH:27]=[N:26]1.C(=NO)C1C(=CC=CC=1)O.C([O-])([O-])=O.[Cs+].[Cs+]. The catalyst is CC#N.O. The product is [CH3:22][O:21][N:19]([CH3:20])[C:17]([C:10]1[C:11](=[O:16])[C:12]([O:14][CH3:15])=[CH:13][N:8]([C:5]2[CH:6]=[CH:7][C:2]([N:25]3[CH:29]=[CH:28][CH:27]=[N:26]3)=[CH:3][C:4]=2[O:23][CH3:24])[N:9]=1)=[O:18]. The yield is 0.680. (4) The reactants are Cl.C(O[C:5]([C:7]1[CH:8]=[C:9]2[C:13](=[CH:14][CH:15]=1)[NH:12][N:11]=[C:10]2[C:16]1[CH:21]=[CH:20][C:19]([F:22])=[CH:18][CH:17]=1)=[NH:6])C.C(N(CC)CC)C.[CH3:30][O:31][C:32]1[CH:41]=[CH:40][C:35]([C:36]([NH:38][NH2:39])=O)=[CH:34][CH:33]=1. No catalyst specified. The product is [F:22][C:19]1[CH:18]=[CH:17][C:16]([C:10]2[C:9]3[C:13](=[CH:14][CH:15]=[C:7]([C:5]4[NH:6][C:36]([C:35]5[CH:40]=[CH:41][C:32]([O:31][CH3:30])=[CH:33][CH:34]=5)=[N:38][N:39]=4)[CH:8]=3)[NH:12][N:11]=2)=[CH:21][CH:20]=1. The yield is 0.370.